This data is from NCI-60 drug combinations with 297,098 pairs across 59 cell lines. The task is: Regression. Given two drug SMILES strings and cell line genomic features, predict the synergy score measuring deviation from expected non-interaction effect. (1) Drug 1: CN(C)N=NC1=C(NC=N1)C(=O)N. Drug 2: CC1C(C(CC(O1)OC2CC(OC(C2O)C)OC3=CC4=CC5=C(C(=O)C(C(C5)C(C(=O)C(C(C)O)O)OC)OC6CC(C(C(O6)C)O)OC7CC(C(C(O7)C)O)OC8CC(C(C(O8)C)O)(C)O)C(=C4C(=C3C)O)O)O)O. Cell line: SK-OV-3. Synergy scores: CSS=2.08, Synergy_ZIP=-1.80, Synergy_Bliss=-3.32, Synergy_Loewe=-3.40, Synergy_HSA=-3.26. (2) Synergy scores: CSS=9.86, Synergy_ZIP=2.51, Synergy_Bliss=-2.95, Synergy_Loewe=-52.7, Synergy_HSA=-9.80. Cell line: M14. Drug 2: C1=NC2=C(N=C(N=C2N1C3C(C(C(O3)CO)O)F)Cl)N. Drug 1: C1CCC(C1)C(CC#N)N2C=C(C=N2)C3=C4C=CNC4=NC=N3. (3) Drug 1: CS(=O)(=O)C1=CC(=C(C=C1)C(=O)NC2=CC(=C(C=C2)Cl)C3=CC=CC=N3)Cl. Drug 2: COC1=C(C=C2C(=C1)N=CN=C2NC3=CC(=C(C=C3)F)Cl)OCCCN4CCOCC4. Cell line: T-47D. Synergy scores: CSS=29.5, Synergy_ZIP=1.55, Synergy_Bliss=8.53, Synergy_Loewe=3.03, Synergy_HSA=9.82. (4) Drug 1: CC12CCC(CC1=CCC3C2CCC4(C3CC=C4C5=CN=CC=C5)C)O. Drug 2: CN1C(=O)N2C=NC(=C2N=N1)C(=O)N. Cell line: NCI-H460. Synergy scores: CSS=6.93, Synergy_ZIP=-0.581, Synergy_Bliss=3.45, Synergy_Loewe=4.44, Synergy_HSA=3.27. (5) Drug 1: C1=CC=C(C=C1)NC(=O)CCCCCCC(=O)NO. Drug 2: CS(=O)(=O)CCNCC1=CC=C(O1)C2=CC3=C(C=C2)N=CN=C3NC4=CC(=C(C=C4)OCC5=CC(=CC=C5)F)Cl. Cell line: UO-31. Synergy scores: CSS=29.5, Synergy_ZIP=-5.79, Synergy_Bliss=-0.460, Synergy_Loewe=2.97, Synergy_HSA=3.27. (6) Drug 1: C1CC(C1)(C(=O)O)C(=O)O.[NH2-].[NH2-].[Pt+2]. Drug 2: CS(=O)(=O)CCNCC1=CC=C(O1)C2=CC3=C(C=C2)N=CN=C3NC4=CC(=C(C=C4)OCC5=CC(=CC=C5)F)Cl. Cell line: NCI/ADR-RES. Synergy scores: CSS=13.9, Synergy_ZIP=-2.34, Synergy_Bliss=1.61, Synergy_Loewe=-16.9, Synergy_HSA=0.420. (7) Drug 2: CC1CCC2CC(C(=CC=CC=CC(CC(C(=O)C(C(C(=CC(C(=O)CC(OC(=O)C3CCCCN3C(=O)C(=O)C1(O2)O)C(C)CC4CCC(C(C4)OC)O)C)C)O)OC)C)C)C)OC. Drug 1: C1CC(C1)(C(=O)O)C(=O)O.[NH2-].[NH2-].[Pt+2]. Synergy scores: CSS=19.7, Synergy_ZIP=-5.40, Synergy_Bliss=0.851, Synergy_Loewe=-9.74, Synergy_HSA=-0.0357. Cell line: OVCAR-5.